This data is from Catalyst prediction with 721,799 reactions and 888 catalyst types from USPTO. The task is: Predict which catalyst facilitates the given reaction. (1) Reactant: [NH2:1][C:2]1[CH:3]=[CH:4][CH:5]=[C:6]2[C:11]=1[CH:10]=[C:9]([OH:12])[CH:8]=[CH:7]2.[C:13]([O:17][C:18](O[C:18]([O:17][C:13]([CH3:16])([CH3:15])[CH3:14])=[O:19])=[O:19])([CH3:16])([CH3:15])[CH3:14]. Product: [C:13]([O:17][C:18]([NH:1][C:2]1[CH:3]=[CH:4][CH:5]=[C:6]2[C:11]=1[CH:10]=[C:9]([OH:12])[CH:8]=[CH:7]2)=[O:19])([CH3:16])([CH3:15])[CH3:14]. The catalyst class is: 7. (2) Reactant: [C:1]([O:5][C:6](=[O:19])[NH:7][CH2:8][C@@H:9]1[CH2:11][C@H:10]1[C:12]1[CH:17]=[CH:16][CH:15]=[C:14]([NH2:18])[CH:13]=1)([CH3:4])([CH3:3])[CH3:2].[CH:20](=O)[C:21]1[CH:26]=[CH:25][CH:24]=[CH:23][CH:22]=1.[BH3-]C#N.[Na+]. Product: [C:1]([O:5][C:6](=[O:19])[NH:7][CH2:8][C@@H:9]1[CH2:11][C@H:10]1[C:12]1[CH:17]=[CH:16][CH:15]=[C:14]([NH:18][CH2:20][C:21]2[CH:26]=[CH:25][CH:24]=[CH:23][CH:22]=2)[CH:13]=1)([CH3:4])([CH3:2])[CH3:3]. The catalyst class is: 5. (3) The catalyst class is: 4. Reactant: [CH2:1]([O:8][C:9]([NH:11][C@@H:12]([CH2:17][C:18]1[CH:23]=[CH:22][C:21]([CH:24]2[S:28](=[O:30])(=[O:29])[N:27](COCC[Si](C)(C)C)[C:26](=[O:39])[CH2:25]2)=[C:20]([Br:40])[CH:19]=1)[C:13]([O:15][CH3:16])=[O:14])=[O:10])[C:2]1[CH:7]=[CH:6][CH:5]=[CH:4][CH:3]=1.FC(F)(F)C(O)=O. Product: [CH2:1]([O:8][C:9]([NH:11][C@@H:12]([CH2:17][C:18]1[CH:23]=[CH:22][C:21]([CH:24]2[S:28](=[O:30])(=[O:29])[NH:27][C:26](=[O:39])[CH2:25]2)=[C:20]([Br:40])[CH:19]=1)[C:13]([O:15][CH3:16])=[O:14])=[O:10])[C:2]1[CH:7]=[CH:6][CH:5]=[CH:4][CH:3]=1. (4) Reactant: [CH3:1][O:2][C:3]([C:5]1[CH:6]=[CH:7][C:8]2[O:13][CH2:12][CH2:11][NH:10][C:9]=2[CH:14]=1)=[O:4].C([O-])([O-])=O.[Cs+].[Cs+].Br[CH2:22][CH2:23][CH2:24][O:25][CH3:26].C([O-])(O)=O.[Na+]. Product: [CH3:1][O:2][C:3]([C:5]1[CH:6]=[CH:7][C:8]2[O:13][CH2:12][CH2:11][N:10]([CH2:22][CH2:23][CH2:24][O:25][CH3:26])[C:9]=2[CH:14]=1)=[O:4]. The catalyst class is: 31.